Dataset: Reaction yield outcomes from USPTO patents with 853,638 reactions. Task: Predict the reaction yield, written as a fraction of the theoretical maximum amount of product (1.0 means a 100% yield; for example, 0.34 means a 34% yield). (1) The reactants are [F:1][C:2]([F:26])([F:25])[C:3]1[N:7]2[N:8]=[C:9]([N:12]3[CH2:17][CH2:16][CH:15]([C:18]4[CH:23]=[CH:22][C:21]([OH:24])=[CH:20][CH:19]=4)[CH2:14][CH2:13]3)[CH:10]=[CH:11][C:6]2=[N:5][N:4]=1.Br[CH2:28][CH2:29][CH2:30][C:31]([F:34])([F:33])[F:32].C(=O)([O-])[O-].[K+].[K+]. The catalyst is CC(N(C)C)=O. The product is [F:32][C:31]([F:34])([F:33])[CH2:30][CH2:29][CH2:28][O:24][C:21]1[CH:22]=[CH:23][C:18]([CH:15]2[CH2:16][CH2:17][N:12]([C:9]3[CH:10]=[CH:11][C:6]4[N:7]([C:3]([C:2]([F:1])([F:25])[F:26])=[N:4][N:5]=4)[N:8]=3)[CH2:13][CH2:14]2)=[CH:19][CH:20]=1. The yield is 0.370. (2) The reactants are [F:1][C:2]([F:19])([F:18])[CH:3]([CH:12]1[CH2:17][CH2:16][NH:15][CH2:14][CH2:13]1)[O:4][Si:5]([CH2:10][CH3:11])([CH2:8][CH3:9])[CH2:6][CH3:7].C(N(CC)CC)C.[C:27](Cl)(=[O:30])[CH2:28][CH3:29].C(=O)(O)[O-].[Na+]. The catalyst is ClCCl. The product is [C:27]([N:15]1[CH2:16][CH2:17][CH:12]([CH:3]([O:4][Si:5]([CH2:8][CH3:9])([CH2:6][CH3:7])[CH2:10][CH3:11])[C:2]([F:18])([F:1])[F:19])[CH2:13][CH2:14]1)(=[O:30])[CH2:28][CH3:29]. The yield is 0.780. (3) The reactants are [NH2:1][CH2:2][C:3]1[N:4]([CH2:21][CH:22]([CH3:24])[CH3:23])[C:5](=[O:20])[C:6]2[C:11]([C:12]=1[C:13]1[CH:18]=[CH:17][CH:16]=[CH:15][CH:14]=1)=[CH:10][C:9](Br)=[CH:8][CH:7]=2.[CH3:25][N:26]1CCCC1=O.[Cl-].[NH4+]. The catalyst is [C-]#N.[Zn+2].[C-]#N.C1C=CC([P]([Pd]([P](C2C=CC=CC=2)(C2C=CC=CC=2)C2C=CC=CC=2)([P](C2C=CC=CC=2)(C2C=CC=CC=2)C2C=CC=CC=2)[P](C2C=CC=CC=2)(C2C=CC=CC=2)C2C=CC=CC=2)(C2C=CC=CC=2)C2C=CC=CC=2)=CC=1.O. The product is [NH2:1][CH2:2][C:3]1[N:4]([CH2:21][CH:22]([CH3:24])[CH3:23])[C:5](=[O:20])[C:6]2[C:11]([C:12]=1[C:13]1[CH:18]=[CH:17][CH:16]=[CH:15][CH:14]=1)=[CH:10][C:9]([C:25]#[N:26])=[CH:8][CH:7]=2. The yield is 0.745. (4) The reactants are [CH2:1]([O:8][N:9]1[C:12]2([CH:17]=CC(=O)[CH:14](O)[CH:13]2[OH:20])[CH2:11][C:10]1=[O:21])[C:2]1[CH:7]=[CH:6][CH:5]=[CH:4][CH:3]=1.[CH3:22][O:23]C(OC)(C)C.[CH3:29]C1C=CC(S(O)(=O)=O)=CC=1.[CH3:40][C:41]([CH3:43])=[O:42]. No catalyst specified. The product is [CH2:1]([O:8][N:9]1[C:12]23[CH:17]=[CH:43][C:41](=[O:42])[CH:40]([CH3:29])[C:13]2([O:20][CH2:22][O:23][CH:11]3[C:10]1=[O:21])[CH3:14])[C:2]1[CH:3]=[CH:4][CH:5]=[CH:6][CH:7]=1. The yield is 0.420. (5) The reactants are [CH3:1][C:2](=O)[CH:3]=[CH2:4].[NH:6]1[CH2:11][CH2:10][O:9][CH2:8][CH2:7]1.[CH2:12]([SH:19])[C:13]1[CH:18]=[CH:17][CH:16]=[CH:15][CH:14]=1.C(N)CN.[N+:24]([CH3:27])([O-:26])=[O:25]. The catalyst is C(#N)C. The product is [CH2:12]([S:19][C:2]([CH3:1])([CH2:27][N+:24]([O-:26])=[O:25])[CH2:3][CH2:4][N:6]1[CH2:11][CH2:10][O:9][CH2:8][CH2:7]1)[C:13]1[CH:18]=[CH:17][CH:16]=[CH:15][CH:14]=1. The yield is 0.410. (6) The reactants are [F:1][C:2]1[CH:7]=[CH:6][CH:5]=[CH:4][C:3]=1[OH:8].F[C:10]1[CH:15]=[CH:14][CH:13]=[CH:12][C:11]=1[N+:16]([O-:18])=[O:17].[F:19][C:20]1[CH:33]=[CH:32][CH:31]=[CH:30][C:21]=1[O:22][C:23]1[CH:29]=[CH:28][CH:27]=[CH:26][C:24]=1[NH2:25].[NH2:34][C:35]1[S:36][CH:37]=[CH:38][N:39]=1. No catalyst specified. The product is [F:1][C:2]1[CH:7]=[CH:6][CH:5]=[CH:4][C:3]=1[O:8][C:10]1[CH:15]=[CH:14][CH:13]=[CH:12][C:11]=1[N+:16]([O-:18])=[O:17].[F:19][C:20]1[CH:33]=[CH:32][CH:31]=[CH:30][C:21]=1[O:22][C:23]1[CH:29]=[CH:28][CH:27]=[CH:26][C:24]=1[NH:25][C:3]([NH:34][C:35]1[S:36][CH:37]=[CH:38][N:39]=1)=[O:8]. The yield is 0.810. (7) The reactants are [C:1]1([CH2:7][CH2:8][C:9](Cl)=[O:10])[CH:6]=[CH:5][CH:4]=[CH:3][CH:2]=1.C(N(CC)CC)C.[NH:19]1[CH2:24][CH2:23][CH:22]([CH2:25][N:26]2[C:34]3[C:29](=[CH:30][C:31]([C:35]4[CH:36]=[N:37][N:38]([CH:40]5[CH2:45][CH2:44][CH2:43][CH2:42][O:41]5)[CH:39]=4)=[CH:32][CH:33]=3)[CH:28]=[N:27]2)[CH2:21][CH2:20]1.C(OCC)(=O)C. The catalyst is ClCCl.O. The product is [C:1]1([CH2:7][CH2:8][C:9]([N:19]2[CH2:24][CH2:23][CH:22]([CH2:25][N:26]3[C:34]4[C:29](=[CH:30][C:31]([C:35]5[CH:36]=[N:37][N:38]([CH:40]6[CH2:45][CH2:44][CH2:43][CH2:42][O:41]6)[CH:39]=5)=[CH:32][CH:33]=4)[CH:28]=[N:27]3)[CH2:21][CH2:20]2)=[O:10])[CH:6]=[CH:5][CH:4]=[CH:3][CH:2]=1. The yield is 0.750. (8) The reactants are C([O:3][C:4]([C:6]1[C:15](=[O:16])[C:14]2[C:9](=[CH:10][CH:11]=[CH:12][C:13]=2[O:17][CH3:18])[NH:8][CH:7]=1)=[O:5])C. The catalyst is [OH-].[Na+]. The product is [CH3:18][O:17][C:13]1[CH:12]=[CH:11][CH:10]=[C:9]2[C:14]=1[C:15](=[O:16])[C:6]([C:4]([OH:5])=[O:3])=[CH:7][NH:8]2. The yield is 0.520. (9) The reactants are C[Si](C)(C)[N-][Si](C)(C)C.[K+].[C:11]([N:18]1[CH2:23][CH2:22][CH:21]([C:24]([O:26][CH2:27][CH3:28])=[O:25])[CH2:20][CH2:19]1)([O:13][C:14]([CH3:17])([CH3:16])[CH3:15])=[O:12].I[CH2:30][CH2:31][CH3:32]. The catalyst is C1COCC1. The product is [CH2:27]([O:26][C:24]([C:21]1([CH2:30][CH2:31][CH3:32])[CH2:22][CH2:23][N:18]([C:11]([O:13][C:14]([CH3:17])([CH3:16])[CH3:15])=[O:12])[CH2:19][CH2:20]1)=[O:25])[CH3:28]. The yield is 0.660. (10) The reactants are [CH3:1][S:2][C:3]1[N:4]=[C:5]([C:9]2[CH:10]=[N:11][CH:12]=[CH:13][CH:14]=2)[S:6][C:7]=1[NH2:8].CN(C1C=CC=CN=1)C.[CH3:24][S:25][CH2:26][CH2:27][C:28](Cl)=[O:29]. The catalyst is C(Cl)Cl.O. The product is [CH3:24][S:25][CH2:26][CH2:27][C:28]([NH:8][C:7]1[S:6][C:5]([C:9]2[CH:10]=[N:11][CH:12]=[CH:13][CH:14]=2)=[N:4][C:3]=1[S:2][CH3:1])=[O:29]. The yield is 0.220.